This data is from Full USPTO retrosynthesis dataset with 1.9M reactions from patents (1976-2016). The task is: Predict the reactants needed to synthesize the given product. (1) The reactants are: [C:1](Cl)(=[O:6])[C:2]([CH3:5])([CH3:4])[CH3:3].[OH:8][C:9]1[C:10]([C:20]([O:22][CH2:23][CH2:24][CH2:25][CH3:26])=[O:21])=[CH:11][CH:12]=[C:13]2[C:18]=1[N:17]=[C:16]([CH3:19])[CH:15]=[CH:14]2. Given the product [CH3:3][C:2]([CH3:5])([CH3:4])[C:1]([O:8][C:9]1[C:10]([C:20]([O:22][CH2:23][CH2:24][CH2:25][CH3:26])=[O:21])=[CH:11][CH:12]=[C:13]2[C:18]=1[N:17]=[C:16]([CH3:19])[CH:15]=[CH:14]2)=[O:6], predict the reactants needed to synthesize it. (2) Given the product [Cl:20][C:3]1[C:2]([OH:1])=[CH:12][C:6]([C:7]([O:9][CH2:10][CH3:11])=[O:8])=[CH:5][N:4]=1, predict the reactants needed to synthesize it. The reactants are: [OH:1][C:2]1[CH:3]=[N:4][CH:5]=[C:6]([CH:12]=1)[C:7]([O:9][CH2:10][CH3:11])=[O:8].C1C(=O)N([Cl:20])C(=O)C1.CCOC(C)=O. (3) Given the product [OH:2][C:3]1[CH:4]=[C:5]2[C:9](=[CH:10][CH:11]=1)[NH:8][C:7](=[O:12])[C:6]2=[C:13]([C:15]1[NH:16][CH:17]=[CH:18][CH:19]=1)[CH3:14], predict the reactants needed to synthesize it. The reactants are: C[O:2][C:3]1[CH:4]=[C:5]2[C:9](=[CH:10][CH:11]=1)[NH:8][C:7](=[O:12])[C:6]2=[C:13]([C:15]1[NH:16][CH:17]=[CH:18][CH:19]=1)[CH3:14].B(Br)(Br)Br.